This data is from Reaction yield outcomes from USPTO patents with 853,638 reactions. The task is: Predict the reaction yield, written as a fraction of the theoretical maximum amount of product (1.0 means a 100% yield; for example, 0.34 means a 34% yield). The product is [CH2:1]([C:5]1[O:9][N:8]=[C:7]([C:10]2[O:11][N:20]=[C:19]([C:21]3[CH:22]=[CH:23][C:24]([CH2:25][N:26]4[CH2:27][CH:28]([C:30]([O:32][C:33]([CH3:34])([CH3:36])[CH3:35])=[O:31])[CH2:29]4)=[CH:37][CH:38]=3)[N:18]=2)[C:6]=1[C:13]([F:16])([F:15])[F:14])[CH:2]([CH3:4])[CH3:3]. The yield is 0.800. The reactants are [CH2:1]([C:5]1[O:9][N:8]=[C:7]([C:10](F)=[O:11])[C:6]=1[C:13]([F:16])([F:15])[F:14])[CH:2]([CH3:4])[CH3:3].O[N:18]=[C:19]([C:21]1[CH:38]=[CH:37][C:24]([CH2:25][N:26]2[CH2:29][CH:28]([C:30]([O:32][C:33]([CH3:36])([CH3:35])[CH3:34])=[O:31])[CH2:27]2)=[CH:23][CH:22]=1)[NH2:20].CCN(C(C)C)C(C)C. The catalyst is C(#N)C.ClCCl.